Dataset: Full USPTO retrosynthesis dataset with 1.9M reactions from patents (1976-2016). Task: Predict the reactants needed to synthesize the given product. (1) Given the product [NH2:1][C:2]([NH:4][C:5]1[S:6][C:7]([Br:14])=[CH:8][C:9]=1[C:10]([NH:19][C@H:20]1[CH2:26][CH2:25][CH2:24][CH2:23][N:22]([C:27]([O:29][C:30]([CH3:33])([CH3:32])[CH3:31])=[O:28])[CH2:21]1)=[O:12])=[O:3], predict the reactants needed to synthesize it. The reactants are: [NH2:1][C:2]([NH:4][C:5]1[S:6][C:7]([Br:14])=[CH:8][C:9]=1[C:10]([O:12]C)=O)=[O:3].C[Al](C)C.[NH2:19][C@H:20]1[CH2:26][CH2:25][CH2:24][CH2:23][N:22]([C:27]([O:29][C:30]([CH3:33])([CH3:32])[CH3:31])=[O:28])[CH2:21]1.[C@H](O)(C([O-])=O)[C@@H](O)C([O-])=O.[Na+].[K+]. (2) Given the product [CH2:2]([O:1][CH:8]=[CH:9][CH:10]=[CH:11][CH2:8][CH2:9][CH2:10][CH3:11])[CH:3]([CH2:5][OH:6])[OH:4], predict the reactants needed to synthesize it. The reactants are: [OH:1][CH2:2][CH:3]([CH2:5][OH:6])[OH:4].O.[CH2:8]=[CH:9][CH:10]=[CH2:11].